The task is: Predict the product of the given reaction.. This data is from Forward reaction prediction with 1.9M reactions from USPTO patents (1976-2016). Given the reactants C(O[C:6]([NH:8][C:9]1[CH:14]=[CH:13][N:12]=[CH:11][C:10]=1[SH:15])=O)(C)(C)C, predict the reaction product. The product is: [N:8]1[C:9]2[CH:14]=[CH:13][N:12]=[CH:11][C:10]=2[S:15][CH:6]=1.